From a dataset of Peptide-MHC class I binding affinity with 185,985 pairs from IEDB/IMGT. Regression. Given a peptide amino acid sequence and an MHC pseudo amino acid sequence, predict their binding affinity value. This is MHC class I binding data. (1) The peptide sequence is STLNFNNLY. The MHC is HLA-B44:03 with pseudo-sequence HLA-B44:03. The binding affinity (normalized) is 0.109. (2) The peptide sequence is TFHQTLQDPR. The MHC is HLA-A31:01 with pseudo-sequence HLA-A31:01. The binding affinity (normalized) is 0.562.